From a dataset of Forward reaction prediction with 1.9M reactions from USPTO patents (1976-2016). Predict the product of the given reaction. Given the reactants CN(C[C:5]1[CH:10]=[CH:9][CH:8]=[CH:7][C:6]=1[C:11]1[CH:16]=[CH:15][C:14](N)=[CH:13][CH:12]=1)C.C(OC1C=CC2C(=CC=CC=2)[N:22]1C(OCC)=O)C.[C:36]([N:43]1[CH2:50][CH:49](O)[CH2:48][C@H:44]1[C:45]([OH:47])=[O:46])([O:38][C:39]([CH3:42])([CH3:41])[CH3:40])=[O:37], predict the reaction product. The product is: [C:6]1([C:11]2[CH:16]=[CH:15][CH:14]=[CH:13][CH:12]=2)[C:5]([NH2:22])=[CH:10][CH:9]=[CH:8][CH:7]=1.[C:36]([N:43]1[CH2:50][CH2:49][CH2:48][C@H:44]1[C:45]([OH:47])=[O:46])([O:38][C:39]([CH3:42])([CH3:41])[CH3:40])=[O:37].